Regression. Given two drug SMILES strings and cell line genomic features, predict the synergy score measuring deviation from expected non-interaction effect. From a dataset of NCI-60 drug combinations with 297,098 pairs across 59 cell lines. (1) Drug 1: COC1=NC(=NC2=C1N=CN2C3C(C(C(O3)CO)O)O)N. Drug 2: C1CN(P(=O)(OC1)NCCCl)CCCl. Cell line: HOP-62. Synergy scores: CSS=26.6, Synergy_ZIP=-1.89, Synergy_Bliss=-1.37, Synergy_Loewe=-10.4, Synergy_HSA=-0.0872. (2) Drug 1: COC1=C(C=C2C(=C1)N=CN=C2NC3=CC(=C(C=C3)F)Cl)OCCCN4CCOCC4. Drug 2: C1CCC(C(C1)N)N.C(=O)(C(=O)[O-])[O-].[Pt+4]. Cell line: DU-145. Synergy scores: CSS=40.3, Synergy_ZIP=-1.51, Synergy_Bliss=-2.80, Synergy_Loewe=-1.72, Synergy_HSA=1.49.